From a dataset of Forward reaction prediction with 1.9M reactions from USPTO patents (1976-2016). Predict the product of the given reaction. (1) Given the reactants [Br:1][C:2]1[CH:8]=[CH:7][C:5]([NH2:6])=[CH:4][C:3]=1[F:9].C(=O)(O)[O-].[Na+].Cl[C:16]([O:18][CH2:19][C:20]1[CH:25]=[CH:24][CH:23]=[CH:22][CH:21]=1)=[O:17], predict the reaction product. The product is: [CH2:19]([O:18][C:16](=[O:17])[NH:6][C:5]1[CH:7]=[CH:8][C:2]([Br:1])=[C:3]([F:9])[CH:4]=1)[C:20]1[CH:25]=[CH:24][CH:23]=[CH:22][CH:21]=1. (2) Given the reactants [CH3:1][O:2][C:3]1[CH:8]=[CH:7][C:6]([C:9]([NH:22][CH2:23][CH2:24][CH2:25][CH2:26][CH2:27][C:28](OC2C(F)=C(F)C=C(F)C=2F)=[O:29])([C:16]2[CH:21]=CC=[CH:18][CH:17]=2)[C:10]2[CH:15]=[CH:14][CH:13]=[CH:12][CH:11]=2)=[CH:5][CH:4]=1.[CH3:41][O:42][C:43]([CH:45]1[CH2:53][C:52]2[C:47](=[CH:48][CH:49]=[C:50]3[NH:56][CH:55]=[CH:54][C:51]3=2)[NH:46]1)=[O:44].C(N(CC)CC)C, predict the reaction product. The product is: [CH3:1][O:2][C:3]1[CH:4]=[CH:5][C:6]([C:9]([NH:22][CH2:23][CH2:24][CH2:25][CH2:26][CH2:27][C:28]([N:56]2[C:50]3[C:51](=[C:52]4[C:47](=[CH:48][CH:49]=3)[NH:46][CH:45]([C:43]([O:42][CH3:41])=[O:44])[CH2:53]4)[CH:54]=[CH:55]2)=[O:29])([C:10]2[CH:15]=[CH:14][CH:13]=[CH:12][CH:11]=2)[C:16](=[CH2:21])[CH:17]=[CH2:18])=[CH:7][CH:8]=1. (3) Given the reactants [CH2:1]([C:3]1[CH:8]=[C:7]([CH3:9])[CH:6]=[C:5]([CH2:10][CH3:11])[C:4]=1[C:12]1[C:13](=[O:21])[N:14]([CH3:20])[N:15]=[C:16]([CH3:19])[C:17]=1[OH:18])[CH3:2].C(Cl)(Cl)Cl.Cl[CH2:27][N:28]([C:34]1[CH:39]=[CH:38][CH:37]=[CH:36][CH:35]=1)[C:29](=[O:33])[O:30][CH2:31][CH3:32], predict the reaction product. The product is: [CH2:1]([C:3]1[CH:8]=[C:7]([CH3:9])[CH:6]=[C:5]([CH2:10][CH3:11])[C:4]=1[C:12]1[C:13](=[O:21])[N:14]([CH3:20])[N:15]=[C:16]([CH3:19])[C:17]=1[O:18][CH2:27][N:28]([C:29]([O:30][CH2:31][CH3:32])=[O:33])[C:34]1[CH:39]=[CH:38][CH:37]=[CH:36][CH:35]=1)[CH3:2]. (4) Given the reactants [Cl:1][C:2]1[CH:16]=[C:15]([O:17][CH:18]2[CH2:23][CH2:22][CH2:21][CH2:20][O:19]2)[CH:14]=[CH:13][C:3]=1[CH2:4][NH:5][C:6]1[CH:11]=[CH:10][C:9]([I:12])=[CH:8][CH:7]=1.C(N(CC)CC)C.[C:31]1([CH3:43])[CH:36]=[C:35]([CH3:37])[CH:34]=[C:33]([CH3:38])[C:32]=1[S:39](Cl)(=[O:41])=[O:40].C(=O)(O)[O-].[Na+], predict the reaction product. The product is: [Cl:1][C:2]1[CH:16]=[C:15]([O:17][CH:18]2[CH2:23][CH2:22][CH2:21][CH2:20][O:19]2)[CH:14]=[CH:13][C:3]=1[CH2:4][N:5]([C:6]1[CH:7]=[CH:8][C:9]([I:12])=[CH:10][CH:11]=1)[S:39]([C:32]1[C:33]([CH3:38])=[CH:34][C:35]([CH3:37])=[CH:36][C:31]=1[CH3:43])(=[O:41])=[O:40]. (5) Given the reactants [N:1]1([C:10]([O:12][C:13]([CH3:16])([CH3:15])[CH3:14])=[O:11])[C:9]2[CH:8]=[CH:7][N:6]=[CH:5][C:4]=2[CH:3]=[CH:2]1.C(O[C:20](=O)[C:21](C)([CH3:36])[CH2:22][CH2:23][CH2:24][CH2:25][C:26]([Br:35])([C:28]1[CH:33]=[CH:32][CH:31]=[CH:30][C:29]=1[Cl:34])C)C, predict the reaction product. The product is: [Br-:35].[C:13]([O:12][C:10]([N:1]1[C:9]2[CH:8]=[CH:7][N+:6]([CH:26]([C:28]3[CH:33]=[CH:32][CH:31]=[CH:30][C:29]=3[Cl:34])[CH2:25][CH2:24][CH2:23][CH2:22][CH:21]([CH3:36])[CH3:20])=[CH:5][C:4]=2[CH:3]=[CH:2]1)=[O:11])([CH3:16])([CH3:15])[CH3:14]. (6) Given the reactants C([N:8]1[CH2:17][C:16]2[NH:15][C:14]3[CH2:18][CH2:19][C:20](=[O:21])[C:13]=3[CH:12]([C:22]3[CH:27]=[CH:26][C:25]([F:28])=[C:24]([Br:29])[CH:23]=3)[C:11]=2[C:10](=[O:30])[CH2:9]1)C1C=CC=CC=1.Cl[C:32]([O:34][CH:35]1[CH:40]([C:41]([C:44]2[CH:49]=[CH:48][CH:47]=[CH:46][CH:45]=2)([CH3:43])[CH3:42])[CH2:39][CH2:38][CH:37]([CH3:50])[CH2:36]1)=[O:33].C1(C(C)(C)C2CCC(C)CC2O)C=CC=CC=1, predict the reaction product. The product is: [Br:29][C:24]1[CH:23]=[C:22]([CH:12]2[C:11]3[C:10](=[O:30])[CH2:9][N:8]([C:32]([O:34][C@@H:35]4[CH2:36][C@H:37]([CH3:50])[CH2:38][CH2:39][C@H:40]4[C:41]([CH3:42])([C:44]4[CH:49]=[CH:48][CH:47]=[CH:46][CH:45]=4)[CH3:43])=[O:33])[CH2:17][C:16]=3[NH:15][C:14]3[CH2:18][CH2:19][C:20](=[O:21])[C:13]2=3)[CH:27]=[CH:26][C:25]=1[F:28]. (7) Given the reactants [Cl:1][C:2]1[CH:15]=[C:14]([Cl:16])[C:13]([N:17]2[C:21](=[O:22])[NH:20][C:19]([C:23]3[CH:28]=[CH:27][C:26](I)=[CH:25][CH:24]=3)=[N:18]2)=[CH:12][C:3]=1[CH2:4][NH:5][C:6](=[O:11])[C:7]([CH3:10])([CH3:9])[CH3:8].[C:30]([CH:32]1[CH2:34][CH2:33]1)#[CH:31].CCCC[N+](CCCC)(CCCC)CCCC.[F-], predict the reaction product. The product is: [Cl:1][C:2]1[CH:15]=[C:14]([Cl:16])[C:13]([N:17]2[C:21](=[O:22])[NH:20][C:19]([C:23]3[CH:28]=[CH:27][C:26]([C:31]#[C:30][CH:32]4[CH2:34][CH2:33]4)=[CH:25][CH:24]=3)=[N:18]2)=[CH:12][C:3]=1[CH2:4][NH:5][C:6](=[O:11])[C:7]([CH3:10])([CH3:9])[CH3:8]. (8) Given the reactants Br[C:2]1[CH:3]=[CH:4][C:5]2[N:6]([C:8]([C:11]3[CH:18]=[CH:17][C:14]([C:15]#[N:16])=[CH:13][CH:12]=3)=[CH:9][N:10]=2)[CH:7]=1.[Cl:19][C:20]1[CH:21]=[C:22](B(O)O)[CH:23]=[CH:24][C:25]=1[C:26]([O:28][CH2:29][CH3:30])=[O:27].[O-]P([O-])([O-])=O.[K+].[K+].[K+], predict the reaction product. The product is: [Cl:19][C:20]1[CH:21]=[C:22]([C:2]2[CH:3]=[CH:4][C:5]3[N:6]([C:8]([C:11]4[CH:18]=[CH:17][C:14]([C:15]#[N:16])=[CH:13][CH:12]=4)=[CH:9][N:10]=3)[CH:7]=2)[CH:23]=[CH:24][C:25]=1[C:26]([O:28][CH2:29][CH3:30])=[O:27]. (9) Given the reactants Br[C:2]1[CH:21]=[CH:20][C:5]([O:6][CH2:7][CH:8]2[CH2:13][CH2:12][N:11]([CH2:14][CH:15]([F:19])[CH2:16][CH2:17][CH3:18])[CH2:10][CH2:9]2)=[CH:4][CH:3]=1.[CH3:22][O:23][C:24]([C:26]1[CH:31]=[CH:30][C:29](B(O)O)=[CH:28][CH:27]=1)=[O:25].O.C([O-])([O-])=O.[Cs+].[Cs+], predict the reaction product. The product is: [F:19][CH:15]([CH2:16][CH2:17][CH3:18])[CH2:14][N:11]1[CH2:12][CH2:13][CH:8]([CH2:7][O:6][C:5]2[CH:20]=[CH:21][C:2]([C:29]3[CH:30]=[CH:31][C:26]([C:24]([O:23][CH3:22])=[O:25])=[CH:27][CH:28]=3)=[CH:3][CH:4]=2)[CH2:9][CH2:10]1.